From a dataset of Full USPTO retrosynthesis dataset with 1.9M reactions from patents (1976-2016). Predict the reactants needed to synthesize the given product. (1) Given the product [Br:1][C:2]1[CH:7]=[CH:6][C:5]([C:8]2[C:12]3[CH:13]=[CH:14][C:15]([O:17][CH2:18][CH2:19][CH2:20][N:22]4[CH2:27][CH2:26][CH2:25][CH2:24][CH2:23]4)=[CH:16][C:11]=3[S:10][N:9]=2)=[CH:4][CH:3]=1, predict the reactants needed to synthesize it. The reactants are: [Br:1][C:2]1[CH:7]=[CH:6][C:5]([C:8]2[C:12]3[CH:13]=[CH:14][C:15]([O:17][CH2:18][CH2:19][CH2:20]Br)=[CH:16][C:11]=3[S:10][N:9]=2)=[CH:4][CH:3]=1.[NH:22]1[CH2:27][CH2:26][CH2:25][CH2:24][CH2:23]1. (2) Given the product [CH2:1]([O:3][C:4]1[CH:13]=[C:12]2[C:7]([C:8]([C:25]([O:27][CH3:28])=[O:26])=[C:9]([CH3:24])[C:10]([C:14]3[CH:19]=[CH:18][CH:17]=[C:16]([C:20]([F:22])([F:21])[F:23])[CH:15]=3)=[N:11]2)=[CH:6][C:5]=1[S:32][CH2:30][CH3:31])[CH3:2], predict the reactants needed to synthesize it. The reactants are: [CH2:1]([O:3][C:4]1[CH:13]=[C:12]2[C:7]([C:8]([C:25]([O:27][CH3:28])=[O:26])=[C:9]([CH3:24])[C:10]([C:14]3[CH:19]=[CH:18][CH:17]=[C:16]([C:20]([F:23])([F:22])[F:21])[CH:15]=3)=[N:11]2)=[CH:6][C:5]=1F)[CH3:2].[CH2:30]([S-:32])[CH3:31].[Na+].IC. (3) Given the product [CH3:14][C:8]1([CH3:13])[CH2:7][C:6](=[O:15])[C:5]2[C:10](=[CH:11][CH:12]=[C:3]([C:1]#[C:2][C:17]3[CH:27]=[CH:26][C:20]([C:21]([O:23][CH2:24][CH3:25])=[O:22])=[CH:19][CH:18]=3)[CH:4]=2)[S:9]1, predict the reactants needed to synthesize it. The reactants are: [C:1]([C:3]1[CH:4]=[C:5]2[C:10](=[CH:11][CH:12]=1)[S:9][C:8]([CH3:14])([CH3:13])[CH2:7][C:6]2=[O:15])#[CH:2].I[C:17]1[CH:27]=[CH:26][C:20]([C:21]([O:23][CH2:24][CH3:25])=[O:22])=[CH:19][CH:18]=1. (4) The reactants are: Br[C:2]1[C:10]2[N:9]3[CH2:11][CH2:12][NH:13][C:14](=[O:15])[C:8]3=[CH:7][C:6]=2[CH:5]=[C:4]([Cl:16])[CH:3]=1.[CH2:17](B(O)O)[CH:18]([CH3:20])[CH3:19]. Given the product [Cl:16][C:4]1[CH:3]=[C:2]([CH2:17][CH:18]([CH3:20])[CH3:19])[C:10]2[N:9]3[CH2:11][CH2:12][NH:13][C:14](=[O:15])[C:8]3=[CH:7][C:6]=2[CH:5]=1, predict the reactants needed to synthesize it. (5) Given the product [CH2:1]([N:2]1[CH:6]=[C:5]([C:7]2[N:12]=[C:11]3[N:13]([CH2:16][C:17]4[CH:18]=[C:19]5[C:24](=[CH:25][CH:26]=4)[N:23]=[CH:22][CH:21]=[CH:20]5)[N:14]=[N:15][C:10]3=[CH:9][CH:8]=2)[CH:4]=[N:3]1)[CH3:29], predict the reactants needed to synthesize it. The reactants are: [CH3:1][N:2]1[CH:6]=[C:5]([C:7]2[N:12]=[C:11]3[N:13]([CH2:16][C:17]4[CH:18]=[C:19]5[C:24](=[CH:25][CH:26]=4)[N:23]=[CH:22][CH:21]=[CH:20]5)[N:14]=[N:15][C:10]3=[CH:9][CH:8]=2)[CH:4]=[N:3]1.[H-].[Na+].[CH2:29](I)C. (6) Given the product [O:1]=[S:2]1[C:10]2[C:9]([NH:11][CH:12]3[CH2:17][CH2:16][O:15][CH2:14][CH2:13]3)=[N:8][C:7]([N:18]3[CH2:23][CH2:22][CH:21]([O:24][C:25]4[CH:26]=[CH:27][C:28]([C:29]([OH:31])=[O:30])=[CH:33][CH:34]=4)[CH2:20][CH2:19]3)=[N:6][C:5]=2[CH2:4][CH2:3]1, predict the reactants needed to synthesize it. The reactants are: [O:1]=[S:2]1[C:10]2[C:9]([NH:11][CH:12]3[CH2:17][CH2:16][O:15][CH2:14][CH2:13]3)=[N:8][C:7]([N:18]3[CH2:23][CH2:22][CH:21]([O:24][C:25]4[CH:34]=[CH:33][C:28]([C:29]([O:31]C)=[O:30])=[CH:27][CH:26]=4)[CH2:20][CH2:19]3)=[N:6][C:5]=2[CH2:4][CH2:3]1.[OH-].[Na+].Cl.